This data is from Peptide-MHC class II binding affinity with 134,281 pairs from IEDB. The task is: Regression. Given a peptide amino acid sequence and an MHC pseudo amino acid sequence, predict their binding affinity value. This is MHC class II binding data. (1) The peptide sequence is KQAYAATVATAPEVK. The MHC is HLA-DPA10103-DPB10201 with pseudo-sequence HLA-DPA10103-DPB10201. The binding affinity (normalized) is 0.182. (2) The peptide sequence is AFKFAATAANAAPAN. The MHC is DRB1_0701 with pseudo-sequence DRB1_0701. The binding affinity (normalized) is 0.568. (3) The peptide sequence is GELQIVDKIDEAFKI. The MHC is DRB5_0101 with pseudo-sequence DRB5_0101. The binding affinity (normalized) is 0.438. (4) The peptide sequence is LQPETFAVVDLNKMR. The MHC is DRB1_1302 with pseudo-sequence DRB1_1302. The binding affinity (normalized) is 0.179. (5) The peptide sequence is KPTAAGPKDNGGACG. The binding affinity (normalized) is 0.370. The MHC is HLA-DQA10501-DQB10301 with pseudo-sequence HLA-DQA10501-DQB10301.